Dataset: Full USPTO retrosynthesis dataset with 1.9M reactions from patents (1976-2016). Task: Predict the reactants needed to synthesize the given product. (1) Given the product [CH2:30]([O:29][C:27]([CH:25]1[CH2:26][CH:24]1[C:22]1[NH:8][C:7]2[CH:6]=[CH:5][C:4]([C:9]([N:11]3[CH2:17][C:16]4([CH3:19])[CH2:18][CH:12]3[CH2:13][C:14]([CH3:21])([CH3:20])[CH2:15]4)=[O:10])=[CH:3][C:2]=2[N:1]=1)=[O:28])[CH3:31], predict the reactants needed to synthesize it. The reactants are: [NH2:1][C:2]1[CH:3]=[C:4]([C:9]([N:11]2[CH2:17][C:16]3([CH3:19])[CH2:18][CH:12]2[CH2:13][C:14]([CH3:21])([CH3:20])[CH2:15]3)=[O:10])[CH:5]=[CH:6][C:7]=1[NH2:8].[CH:22]([CH:24]1[CH2:26][CH:25]1[C:27]([O:29][CH2:30][CH3:31])=[O:28])=O. (2) Given the product [Cl:21][CH2:17][C:14]1[CH:15]=[CH:16][C:11]([O:10][C:2]2[S:3][C:4]3[C:9]([N:1]=2)=[CH:8][CH:7]=[CH:6][N:5]=3)=[CH:12][CH:13]=1, predict the reactants needed to synthesize it. The reactants are: [N:1]1[C:9]2[C:4](=[N:5][CH:6]=[CH:7][CH:8]=2)[S:3][C:2]=1[O:10][C:11]1[CH:16]=[CH:15][C:14]([CH2:17]O)=[CH:13][CH:12]=1.O=S(Cl)[Cl:21]. (3) The reactants are: [CH3:1][C@@H:2]([CH2:25][CH3:26])[C@H:3]([N:11]1[CH2:15][CH2:14][N:13]([CH2:16][C:17]2[CH:22]=[CH:21][CH:20]=[C:19]([CH3:23])[N:18]=2)[C:12]1=[O:24])[C:4]([O:6]C(C)(C)C)=[O:5]. Given the product [CH3:1][C@@H:2]([CH2:25][CH3:26])[C@H:3]([N:11]1[CH2:15][CH2:14][N:13]([CH2:16][C:17]2[CH:22]=[CH:21][CH:20]=[C:19]([CH3:23])[N:18]=2)[C:12]1=[O:24])[C:4]([OH:6])=[O:5], predict the reactants needed to synthesize it. (4) Given the product [Cl:1][C:2]1[CH:15]=[CH:14][C:5]([O:6][C:7]2[CH:12]=[CH:11][C:10]([O:13][CH2:18][CH:17]=[CH2:16])=[CH:9][CH:8]=2)=[CH:4][CH:3]=1, predict the reactants needed to synthesize it. The reactants are: [Cl:1][C:2]1[CH:15]=[CH:14][C:5]([O:6][C:7]2[CH:12]=[CH:11][C:10]([OH:13])=[CH:9][CH:8]=2)=[CH:4][CH:3]=1.[CH2:16](Br)[CH:17]=[CH2:18].C(=O)([O-])[O-].[Cs+].[Cs+].O. (5) Given the product [Br:1][C:2]1[S:3][C:4]2[CH2:10][CH:9]([NH:11][C:19](=[O:22])[CH2:20][CH3:21])[CH2:8][CH2:7][C:5]=2[N:6]=1, predict the reactants needed to synthesize it. The reactants are: [Br:1][C:2]1[S:3][C:4]2[CH2:10][CH:9]([NH2:11])[CH2:8][CH2:7][C:5]=2[N:6]=1.C(N(CC)CC)C.[C:19](Cl)(=[O:22])[CH2:20][CH3:21]. (6) Given the product [CH3:18][S:19]([NH:1][C:2]1[CH:7]=[CH:6][CH:5]=[CH:4][C:3]=1[CH2:8][C:9]#[N:10])(=[O:21])=[O:20], predict the reactants needed to synthesize it. The reactants are: [NH2:1][C:2]1[CH:7]=[CH:6][CH:5]=[CH:4][C:3]=1[CH2:8][C:9]#[N:10].C(N(CC)CC)C.[CH3:18][S:19](Cl)(=[O:21])=[O:20]. (7) Given the product [CH3:12][O:13][C:14]1[CH:19]=[CH:18][C:17]([N:20]2[C:4](=[O:5])[CH2:3][C:2]([CH2:9][CH2:10][CH3:11])=[N:21]2)=[CH:16][CH:15]=1, predict the reactants needed to synthesize it. The reactants are: O=[C:2]([CH2:9][CH2:10][CH3:11])[CH2:3][C:4](OCC)=[O:5].[CH3:12][O:13][C:14]1[CH:19]=[CH:18][C:17]([NH:20][NH2:21])=[CH:16][CH:15]=1.CCN(CC)CC.